From a dataset of Reaction yield outcomes from USPTO patents with 853,638 reactions. Predict the reaction yield, written as a fraction of the theoretical maximum amount of product (1.0 means a 100% yield; for example, 0.34 means a 34% yield). (1) The reactants are [C:1]([C:5]1[S:9][C:8]([C:10]([NH:12][CH:13]([C:18]2[CH:23]=[CH:22][C:21](B3OC(C)(C)C(C)(C)O3)=[CH:20][CH:19]=2)[C:14]([O:16]C)=[O:15])=[O:11])=[CH:7][CH:6]=1)([CH3:4])([CH3:3])[CH3:2].[Br:33][C:34]1[CH:35]=[N:36][C:37](I)=[N:38][CH:39]=1.C([O-])(O)=O.[Na+].CC(O)=O. The catalyst is C1COCC1.C(#N)C. The product is [Br:33][C:34]1[CH:35]=[N:36][C:37]([C:21]2[CH:20]=[CH:19][C:18]([CH:13]([NH:12][C:10]([C:8]3[S:9][C:5]([C:1]([CH3:3])([CH3:4])[CH3:2])=[CH:6][CH:7]=3)=[O:11])[C:14]([OH:16])=[O:15])=[CH:23][CH:22]=2)=[N:38][CH:39]=1. The yield is 0.460. (2) The reactants are [Cl:1][C:2]1[C:7]([C:8]([NH:10][CH2:11][C:12]2[CH:17]=[CH:16][C:15]([F:18])=[CH:14][CH:13]=2)=[O:9])=[C:6]([CH3:19])[CH:5]=[C:4](Cl)[N:3]=1.Cl.[CH3:22][C@@H:23]1[CH2:28][O:27][CH2:26][CH2:25][NH:24]1.CN1C(=O)CCC1. The catalyst is CCOC(C)=O. The product is [Cl:1][C:2]1[C:7]([C:8]([NH:10][CH2:11][C:12]2[CH:17]=[CH:16][C:15]([F:18])=[CH:14][CH:13]=2)=[O:9])=[C:6]([CH3:19])[CH:5]=[C:4]([N:24]2[CH2:25][CH2:26][O:27][CH2:28][C@H:23]2[CH3:22])[N:3]=1. The yield is 0.200. (3) The reactants are [Li]CCCC.Br[C:7]1[CH:12]=[CH:11][CH:10]=[CH:9][N:8]=1.[Sn:13](Cl)([CH2:22][CH2:23][CH2:24][CH3:25])([CH2:18][CH2:19][CH2:20][CH3:21])[CH2:14][CH2:15][CH2:16][CH3:17]. The catalyst is CCOC(C)=O. The product is [CH2:22]([Sn:13]([CH2:14][CH2:15][CH2:16][CH3:17])([CH2:18][CH2:19][CH2:20][CH3:21])[C:7]1[CH:12]=[CH:11][CH:10]=[CH:9][N:8]=1)[CH2:23][CH2:24][CH3:25]. The yield is 0.600. (4) The reactants are [NH2:1][C:2]1[N:7]=[C:6]([NH2:8])[C:5]([O:9][C:10]2[C:11]([CH:22]([CH3:24])[CH3:23])=[CH:12][C:13](OC)=[C:14]([C:16](O)([CH3:18])[CH3:17])[CH:15]=2)=[CH:4][N:3]=1.FC(F)(F)[C:27](O)=[O:28].C([SiH](CC)CC)C.C([O-])(O)=O.[Na+]. The catalyst is C(Cl)Cl. The product is [CH:22]([C:11]1[C:12]([O:28][CH3:27])=[CH:13][C:14]([CH:16]([CH3:18])[CH3:17])=[CH:15][C:10]=1[O:9][C:5]1[C:6]([NH2:8])=[N:7][C:2]([NH2:1])=[N:3][CH:4]=1)([CH3:23])[CH3:24]. The yield is 0.680. (5) The reactants are [F:1][C:2]1[N:7]=[CH:6][C:5]([C:8]2(O)[C:12]3[C:13]([CH3:32])=[C:14]([N:19]4[CH2:24][CH2:23][N:22]([CH2:25][C:26]5[CH:31]=[CH:30][CH:29]=[CH:28][CH:27]=5)[CH2:21][CH2:20]4)[C:15]([CH3:18])=[C:16]([CH3:17])[C:11]=3[O:10][C:9]2([CH3:34])[CH3:33])=[CH:4][CH:3]=1. The catalyst is CCCCCC. The product is [CH2:25]([N:22]1[CH2:21][CH2:20][N:19]([C:14]2[C:15]([CH3:18])=[C:16]([CH3:17])[C:11]3[O:10][C:9]([CH3:34])([CH3:33])[CH:8]([C:5]4[CH:6]=[N:7][C:2]([F:1])=[CH:3][CH:4]=4)[C:12]=3[C:13]=2[CH3:32])[CH2:24][CH2:23]1)[C:26]1[CH:27]=[CH:28][CH:29]=[CH:30][CH:31]=1. The yield is 0.780. (6) The reactants are [CH3:1][C:2]([CH3:34])([CH3:33])[CH2:3][C:4]([NH:6][C:7]1[C:8]([CH3:32])=[C:9]([CH3:31])[C:10]2[O:14][CH2:13][CH:12]([C:15]3[CH:20]=[CH:19][C:18]([CH:21]([CH3:28])[CH2:22][C:23](OCC)=[O:24])=[CH:17][CH:16]=3)[C:11]=2[C:29]=1[CH3:30])=[O:5]. The catalyst is C(OCC)(=O)C.CCCCCC. The product is [OH:24][CH2:23][CH2:22][CH:21]([C:18]1[CH:19]=[CH:20][C:15]([CH:12]2[C:11]3[C:29]([CH3:30])=[C:7]([NH:6][C:4](=[O:5])[CH2:3][C:2]([CH3:33])([CH3:1])[CH3:34])[C:8]([CH3:32])=[C:9]([CH3:31])[C:10]=3[O:14][CH2:13]2)=[CH:16][CH:17]=1)[CH3:28]. The yield is 0.850.